Dataset: Reaction yield outcomes from USPTO patents with 853,638 reactions. Task: Predict the reaction yield, written as a fraction of the theoretical maximum amount of product (1.0 means a 100% yield; for example, 0.34 means a 34% yield). (1) The reactants are [CH:1]([NH2:4])([CH3:3])[CH3:2].Br[C:6]1[N:10]([C@@H:11]2[CH2:16][CH2:15][C@@H:14]([OH:17])[C@@H:13]([OH:18])[CH2:12]2)[C:9]2[CH:19]=[C:20]([Cl:24])[C:21]([Cl:23])=[CH:22][C:8]=2[N:7]=1.C(=O)([O-])[O-].[Na+].[Na+]. The catalyst is C(O)C. The product is [CH:1]([NH:4][C:6]1[N:10]([C@@H:11]2[CH2:16][CH2:15][C@@H:14]([OH:17])[C@@H:13]([OH:18])[CH2:12]2)[C:9]2[CH:19]=[C:20]([Cl:24])[C:21]([Cl:23])=[CH:22][C:8]=2[N:7]=1)([CH3:3])[CH3:2]. The yield is 0.790. (2) The reactants are [Br:1][C:2]1[CH:16]=[C:15](/[CH:17]=[CH:18]/[CH:19]([C:24]2[CH:29]=[C:28]([Cl:30])[C:27]([Cl:31])=[C:26]([Cl:32])[CH:25]=2)[C:20]([F:23])([F:22])[F:21])[CH:14]=[CH:13][C:3]=1[C:4]([NH:6][CH:7]1[CH2:12][CH2:11][NH:10][CH2:9][CH2:8]1)=[O:5].Cl[CH2:34][CH2:35][OH:36]. The catalyst is C1COCC1.C(OCC)(=O)C. The product is [Br:1][C:2]1[CH:16]=[C:15](/[CH:17]=[CH:18]/[CH:19]([C:24]2[CH:25]=[C:26]([Cl:32])[C:27]([Cl:31])=[C:28]([Cl:30])[CH:29]=2)[C:20]([F:23])([F:21])[F:22])[CH:14]=[CH:13][C:3]=1[C:4]([NH:6][CH:7]1[CH2:12][CH2:11][N:10]([CH2:34][CH2:35][OH:36])[CH2:9][CH2:8]1)=[O:5]. The yield is 0.340. (3) The reactants are [F:1][C:2]1[CH:18]=[C:17]([N+:19]([O-:21])=[O:20])[CH:16]=[CH:15][C:3]=1[O:4][C:5]1[CH:10]=[CH:9][N:8]=[CH:7][C:6]=1[C:11]#[C:12][CH2:13][NH2:14].Cl[CH2:23][C:24](Cl)=[O:25].[NH:27]1[CH2:31][CH2:30][CH2:29][C:28]1=O. The catalyst is C(Cl)Cl. The product is [F:1][C:2]1[CH:18]=[C:17]([N+:19]([O-:21])=[O:20])[CH:16]=[CH:15][C:3]=1[O:4][C:5]1[CH:10]=[CH:9][N:8]=[CH:7][C:6]=1[C:11]#[C:12][CH2:13][NH:14][C:24](=[O:25])[CH2:23][N:27]1[CH2:31][CH2:30][CH2:29][CH2:28]1. The yield is 0.390. (4) The reactants are [NH2:1][C@@H:2]([C:20]([CH3:23])([CH3:22])[CH3:21])[C:3]([N:5]([CH:7]([C:14]1[CH:19]=[CH:18][CH:17]=[CH:16][CH:15]=1)[C:8]1[CH:13]=[CH:12][CH:11]=[CH:10][CH:9]=1)[CH3:6])=[O:4].[F:24][C:25]([F:40])([F:39])[C:26]1[CH:27]=[C:28]([N:36]=[C:37]=[S:38])[CH:29]=[C:30]([C:32]([F:35])([F:34])[F:33])[CH:31]=1. The catalyst is C(Cl)Cl. The product is [CH:7]([N:5]([CH3:6])[C:3](=[O:4])[C@@H:2]([NH:1][C:37]([NH:36][C:28]1[CH:29]=[C:30]([C:32]([F:33])([F:34])[F:35])[CH:31]=[C:26]([C:25]([F:24])([F:39])[F:40])[CH:27]=1)=[S:38])[C:20]([CH3:23])([CH3:22])[CH3:21])([C:14]1[CH:19]=[CH:18][CH:17]=[CH:16][CH:15]=1)[C:8]1[CH:9]=[CH:10][CH:11]=[CH:12][CH:13]=1. The yield is 0.920. (5) The reactants are [CH3:1][O:2][C:3]1[N:8]=[C:7]([CH2:9][P:10](=[O:17])([O:14][CH2:15][CH3:16])[O:11][CH2:12][CH3:13])[CH:6]=[CH:5][C:4]=1[N+:18]([O-])=O.[H][H]. The catalyst is CO.[Pd]. The product is [NH2:18][C:4]1[CH:5]=[CH:6][C:7]([CH2:9][P:10](=[O:17])([O:14][CH2:15][CH3:16])[O:11][CH2:12][CH3:13])=[N:8][C:3]=1[O:2][CH3:1]. The yield is 0.930.